Task: Predict the reactants needed to synthesize the given product.. Dataset: Full USPTO retrosynthesis dataset with 1.9M reactions from patents (1976-2016) (1) The reactants are: [F:1][C:2]1[CH:7]=[CH:6][CH:5]=[C:4]([O:8][CH2:9][CH2:10][CH2:11][CH2:12][CH2:13][CH2:14][CH2:15][CH2:16]I)[CH:3]=1.[C:18]1(=[O:28])[NH:22][C:21](=[O:23])[C:20]2=[CH:24][CH:25]=[CH:26][CH:27]=[C:19]12.[K].C(OCCCCCCCCN1C(=O)C2=CC=CC=C2C1=O)CCCCC. Given the product [F:1][C:2]1[CH:3]=[C:4]([CH:5]=[CH:6][CH:7]=1)[O:8][CH2:9][CH2:10][CH2:11][CH2:12][CH2:13][CH2:14][CH2:15][CH2:16][N:22]1[C:21](=[O:23])[C:20]2=[CH:24][CH:25]=[CH:26][CH:27]=[C:19]2[C:18]1=[O:28], predict the reactants needed to synthesize it. (2) Given the product [CH2:1]([O:8][C:9]([N:11]([CH2:32][C:33]([N:35]1[CH2:39][C@@H:38]([F:40])[CH2:37][C@H:36]1[C:41]#[N:42])=[O:34])[C:12]12[CH2:19][CH2:18][C:15]([C:20]([N:47]3[CH2:48][CH2:49][C:45]([F:50])([F:44])[CH2:46]3)=[O:21])([CH2:16][CH2:17]1)[CH2:14][CH2:13]2)=[O:10])[C:2]1[CH:3]=[CH:4][CH:5]=[CH:6][CH:7]=1, predict the reactants needed to synthesize it. The reactants are: [CH2:1]([O:8][C:9]([N:11]([CH2:32][C:33]([N:35]1[CH2:39][C@@H:38]([F:40])[CH2:37][C@H:36]1[C:41]#[N:42])=[O:34])[C:12]12[CH2:19][CH2:18][C:15]([C:20](ON3C4C=CC=CC=4N=N3)=[O:21])([CH2:16][CH2:17]1)[CH2:14][CH2:13]2)=[O:10])[C:2]1[CH:7]=[CH:6][CH:5]=[CH:4][CH:3]=1.Cl.[F:44][C:45]1([F:50])[CH2:49][CH2:48][NH:47][CH2:46]1. (3) Given the product [CH3:9][O:10][C:11](=[O:29])[CH2:12][C:13]1[CH2:18][CH2:17][C:16]([CH3:20])([CH3:19])[CH2:15][C:14]=1[C:21]1[CH:26]=[CH:25][CH:24]=[C:23]([O:27][CH3:28])[CH:22]=1, predict the reactants needed to synthesize it. The reactants are: C[O-].[Na+].C(OC)(=O)C.[CH3:9][O:10][C:11](=[O:29])[CH:12]=[C:13]1[CH2:18][CH2:17][C:16]([CH3:20])([CH3:19])[CH2:15][CH:14]1[C:21]1[CH:26]=[CH:25][CH:24]=[C:23]([O:27][CH3:28])[CH:22]=1.